This data is from Forward reaction prediction with 1.9M reactions from USPTO patents (1976-2016). The task is: Predict the product of the given reaction. Given the reactants [C:1]([O:5][C@@H:6]([C:10]1[C:34]([CH3:35])=[CH:33][C:13]2[N:14]=[C:15]([C:17]3[CH:22]=[CH:21]N=C(N4CC5C=CN=CC=5C4=O)[CH:18]=3)[S:16][C:12]=2[C:11]=1[C:36]1[CH:41]=[CH:40][C:39]([Cl:42])=[CH:38][CH:37]=1)[C:7]([OH:9])=[O:8])([CH3:4])([CH3:3])[CH3:2].Br[C:44]1SC2C(C3C=CC(Cl)=CC=3)=C([C@H](OC(C)(C)C)C(OCC)=O)[C:50]([CH3:71])=[CH:49][C:47]=2[N:48]=1.N1C2C=CN=CC=2C=C1.C1C2C=CN=CC=2C(=[O:90])N1, predict the reaction product. The product is: [C:1]([O:5][C@@H:6]([C:10]1[C:34]([CH3:35])=[CH:33][C:13]2[N:14]=[C:15]([C:17]3[CH:18]=[C:49]4[C:47](=[CH:21][CH:22]=3)[N:48]([CH3:44])[C:71](=[O:90])[CH2:50]4)[S:16][C:12]=2[C:11]=1[C:36]1[CH:37]=[CH:38][C:39]([Cl:42])=[CH:40][CH:41]=1)[C:7]([OH:9])=[O:8])([CH3:4])([CH3:2])[CH3:3].